The task is: Predict the product of the given reaction.. This data is from Forward reaction prediction with 1.9M reactions from USPTO patents (1976-2016). (1) The product is: [N:34]1[CH:33]=[CH:32][CH:31]=[C:36]([CH:2]=[CH:21][CH:20]=[CH:19][C:17]([O:16][CH2:15][CH3:14])=[O:18])[CH:35]=1. Given the reactants [Li+].[CH3:2]C([N-]C(C)C)C.C(=O)=O.CO.[CH3:14][CH2:15][O:16][C:17](/[CH:19]=[CH:20]/[CH2:21]P(OCC)(OCC)=O)=[O:18].C(=O)[C:31]1[CH:36]=[CH:35][N:34]=[CH:33][CH:32]=1, predict the reaction product. (2) Given the reactants S(Cl)(Cl)=O.[Cl:5][C:6]1[CH:11]=[CH:10][C:9]([C:12]2([CH2:45][C:46]([OH:48])=[O:47])[CH2:17][CH2:16][N:15]([C:18]3[C:19]4[N:20]([N:24]=[C:25]([NH:27][C:28]5[CH:33]=[CH:32][C:31]([C:34](=[O:44])[N:35]([CH3:43])[CH:36]6[CH2:41][CH2:40][N:39]([CH3:42])[CH2:38][CH2:37]6)=[CH:30][CH:29]=5)[N:26]=4)[CH:21]=[CH:22][CH:23]=3)[CH2:14][CH2:13]2)=[CH:8][CH:7]=1.O.[CH3:50][C:51]#N, predict the reaction product. The product is: [Cl:5][C:6]1[CH:7]=[CH:8][C:9]([C:12]2([CH2:45][C:46]([O:48][CH2:50][CH3:51])=[O:47])[CH2:13][CH2:14][N:15]([C:18]3[C:19]4[N:20]([N:24]=[C:25]([NH:27][C:28]5[CH:33]=[CH:32][C:31]([C:34](=[O:44])[N:35]([CH3:43])[CH:36]6[CH2:37][CH2:38][N:39]([CH3:42])[CH2:40][CH2:41]6)=[CH:30][CH:29]=5)[N:26]=4)[CH:21]=[CH:22][CH:23]=3)[CH2:16][CH2:17]2)=[CH:10][CH:11]=1.